From a dataset of Full USPTO retrosynthesis dataset with 1.9M reactions from patents (1976-2016). Predict the reactants needed to synthesize the given product. (1) The reactants are: COC1C=CC(C[NH:8][C:9]2[C:18]([N:19]3[CH2:24][CH2:23][O:22][CH2:21][CH2:20]3)=[CH:17][C:16]3[C:11](=[CH:12][CH:13]=[C:14]([C:25]4[C:30]([CH3:31])=[CH:29][CH:28]=[CH:27][C:26]=4[C:32]([N:34]4[CH2:38][CH2:37][CH2:36][CH2:35]4)=[O:33])[CH:15]=3)[N:10]=2)=CC=1.C(O)(C(F)(F)F)=O. Given the product [NH2:8][C:9]1[C:18]([N:19]2[CH2:24][CH2:23][O:22][CH2:21][CH2:20]2)=[CH:17][C:16]2[C:11](=[CH:12][CH:13]=[C:14]([C:25]3[C:30]([CH3:31])=[CH:29][CH:28]=[CH:27][C:26]=3[C:32]([N:34]3[CH2:35][CH2:36][CH2:37][CH2:38]3)=[O:33])[CH:15]=2)[N:10]=1, predict the reactants needed to synthesize it. (2) Given the product [C:22]1([C:17]2[CH:16]=[C:6]([C:5]([O:4][CH2:3][CH3:29])=[O:8])[NH:7][CH:18]=2)[CH:27]=[CH:26][CH:25]=[CH:24][CH:23]=1, predict the reactants needed to synthesize it. The reactants are: [Na].Cl.[CH3:3][O:4][C:5](=[O:8])[CH2:6][NH2:7].Cl([O-])(=O)(=O)=O.CN(C)[CH:16]=[C:17]([C:22]1[CH:27]=[CH:26][CH:25]=[CH:24][CH:23]=1)[CH:18]=[N+](C)C.[CH2:29](O)C. (3) Given the product [O-:12][S:9]([C:8]([F:14])([F:13])[F:7])(=[O:11])=[O:10].[NH+:1]1[CH:6]=[CH:5][CH:4]=[CH:3][CH:2]=1, predict the reactants needed to synthesize it. The reactants are: [N:1]1[CH:6]=[CH:5][CH:4]=[CH:3][CH:2]=1.[F:7][C:8]([F:14])([F:13])[S:9]([OH:12])(=[O:11])=[O:10].